From a dataset of NCI-60 drug combinations with 297,098 pairs across 59 cell lines. Regression. Given two drug SMILES strings and cell line genomic features, predict the synergy score measuring deviation from expected non-interaction effect. (1) Drug 1: C1CC(=O)NC(=O)C1N2CC3=C(C2=O)C=CC=C3N. Drug 2: CC1=C2C(C(=O)C3(C(CC4C(C3C(C(C2(C)C)(CC1OC(=O)C(C(C5=CC=CC=C5)NC(=O)C6=CC=CC=C6)O)O)OC(=O)C7=CC=CC=C7)(CO4)OC(=O)C)O)C)OC(=O)C. Cell line: MCF7. Synergy scores: CSS=26.6, Synergy_ZIP=-0.209, Synergy_Bliss=-1.34, Synergy_Loewe=-15.0, Synergy_HSA=0.445. (2) Drug 1: C1CC(=O)NC(=O)C1N2CC3=C(C2=O)C=CC=C3N. Drug 2: C1C(C(OC1N2C=NC3=C2NC=NCC3O)CO)O. Cell line: CAKI-1. Synergy scores: CSS=6.23, Synergy_ZIP=-0.256, Synergy_Bliss=-4.54, Synergy_Loewe=-0.653, Synergy_HSA=-0.765.